From a dataset of Forward reaction prediction with 1.9M reactions from USPTO patents (1976-2016). Predict the product of the given reaction. (1) Given the reactants [C:1]([C:3]1[CH:8]=[CH:7][C:6]([CH:9]2[CH2:14][CH2:13][N:12]([C:15]([C:17]3[CH:18]=[CH:19][C:20]([CH3:36])=[C:21]([NH:23][S:24]([C:27]4[CH:28]=[C:29]([CH:33]=[CH:34][CH:35]=4)[C:30]([OH:32])=O)(=[O:26])=[O:25])[CH:22]=3)=[O:16])[CH2:11][CH2:10]2)=[CH:5][CH:4]=1)#[N:2].[CH2:37]([CH2:39][NH2:40])[OH:38], predict the reaction product. The product is: [C:1]([C:3]1[CH:8]=[CH:7][C:6]([CH:9]2[CH2:14][CH2:13][N:12]([C:15]([C:17]3[CH:18]=[CH:19][C:20]([CH3:36])=[C:21]([NH:23][S:24]([C:27]4[CH:28]=[C:29]([CH:33]=[CH:34][CH:35]=4)[C:30]([NH:40][CH2:39][CH2:37][OH:38])=[O:32])(=[O:25])=[O:26])[CH:22]=3)=[O:16])[CH2:11][CH2:10]2)=[CH:5][CH:4]=1)#[N:2]. (2) The product is: [OH:8][CH2:9][C:10]1[CH:15]=[CH:14][C:13]([C:16]2[CH:17]=[CH:18][C:19]([C:22]([NH:52][S:49]([C:35]3[CH:36]=[CH:37][C:38]([NH:39][CH2:40][CH2:41][S:42][C:43]4[CH:48]=[CH:47][CH:46]=[CH:45][CH:44]=4)=[C:33]([N+:30]([O-:32])=[O:31])[CH:34]=3)(=[O:50])=[O:51])=[O:24])=[CH:20][CH:21]=2)=[C:12]([O:26][CH3:27])[CH:11]=1. Given the reactants [Si]([O:8][CH2:9][C:10]1[CH:15]=[CH:14][C:13]([C:16]2[CH:21]=[CH:20][C:19]([C:22]([O:24]C)=O)=[CH:18][CH:17]=2)=[C:12]([O:26][CH3:27])[CH:11]=1)(C(C)(C)C)(C)C.[Li+].[OH-].[N+:30]([C:33]1[CH:34]=[C:35]([S:49]([NH2:52])(=[O:51])=[O:50])[CH:36]=[CH:37][C:38]=1[NH:39][CH2:40][CH2:41][S:42][C:43]1[CH:48]=[CH:47][CH:46]=[CH:45][CH:44]=1)([O-:32])=[O:31].CCN=C=NCCCN(C)C, predict the reaction product. (3) Given the reactants [CH3:1][O:2][C:3]1[CH:4]=[CH:5][C:6]2[C:18]3[C:17]4[CH:16]=[N:15][CH:14]=[CH:13][C:12]=4[C:11](=[O:19])[C:10]=3[C:9](OS(C3C=CC(C)=CC=3)(=O)=O)=[N:8][C:7]=2[C:31]=1[CH3:32].[CH3:33][N:34]([CH3:38])[CH2:35][CH2:36][NH2:37], predict the reaction product. The product is: [CH3:33][N:34]([CH3:38])[CH2:35][CH2:36][NH:37][C:9]1[C:10]2[C:11](=[O:19])[C:12]3[CH:13]=[CH:14][N:15]=[CH:16][C:17]=3[C:18]=2[C:6]2[CH:5]=[CH:4][C:3]([O:2][CH3:1])=[C:31]([CH3:32])[C:7]=2[N:8]=1. (4) Given the reactants C[O:2][C:3](=[O:28])[CH2:4][CH2:5][CH2:6][N:7]1[CH2:11][CH2:10][CH2:9][C@H:8]1[CH2:12][O:13][C:14]1[CH:19]=[CH:18][C:17]([CH2:20][C:21]2[CH:26]=[CH:25][C:24]([Cl:27])=[CH:23][CH:22]=2)=[CH:16][CH:15]=1.[OH-].[Na+], predict the reaction product. The product is: [ClH:27].[Cl:27][C:24]1[CH:25]=[CH:26][C:21]([CH2:20][C:17]2[CH:16]=[CH:15][C:14]([O:13][CH2:12][C@@H:8]3[CH2:9][CH2:10][CH2:11][N:7]3[CH2:6][CH2:5][CH2:4][C:3]([OH:28])=[O:2])=[CH:19][CH:18]=2)=[CH:22][CH:23]=1.